This data is from CYP1A2 inhibition data for predicting drug metabolism from PubChem BioAssay. The task is: Regression/Classification. Given a drug SMILES string, predict its absorption, distribution, metabolism, or excretion properties. Task type varies by dataset: regression for continuous measurements (e.g., permeability, clearance, half-life) or binary classification for categorical outcomes (e.g., BBB penetration, CYP inhibition). Dataset: cyp1a2_veith. (1) The drug is COc1ncc2nc(C)c(=O)n(C3CC3)c2n1. The result is 1 (inhibitor). (2) The drug is COc1nn(C(C)C(=O)N/N=C/c2ccc(O)cc2)cc1[N+](=O)[O-]. The result is 0 (non-inhibitor). (3) The compound is CC(C)Oc1cc(O)c2c(c1)OCC=C2CCC(=O)O. The result is 1 (inhibitor). (4) The molecule is Cc1ccc(CCN2CC(C(=O)NCCCN(C)Cc3ccccc3)CC2=O)cc1. The result is 0 (non-inhibitor). (5) The molecule is CCNc1ncc2nc(-c3ccc(OC)cc3)c(=O)n(CCc3ccccc3)c2n1. The result is 0 (non-inhibitor). (6) The molecule is O=C(O)C[C@H](Nc1ccccc1)C(=O)O. The result is 0 (non-inhibitor).